Dataset: Full USPTO retrosynthesis dataset with 1.9M reactions from patents (1976-2016). Task: Predict the reactants needed to synthesize the given product. (1) Given the product [CH:20]1([C@H:9]2[N:8]([C:6]([O:5][C:1]([CH3:4])([CH3:3])[CH3:2])=[O:7])[CH:12]([C:13]([O:15][CH3:16])=[O:14])[C:11](=[O:19])[CH2:10]2)[CH2:22][CH2:21]1, predict the reactants needed to synthesize it. The reactants are: [C:1]([O:5][C:6]([NH:8][C@H:9]([CH:20]1[CH2:22][CH2:21]1)[CH2:10][C:11](=[O:19])[C:12](=[N+]=[N-])[C:13]([O:15][CH3:16])=[O:14])=[O:7])([CH3:4])([CH3:3])[CH3:2].N#N. (2) Given the product [OH:23][C:20]([C:17]1[CH:18]=[CH:19][C:14]([C:13]([NH:12][C:4]2[CH:3]=[C:2]([N:37]3[CH2:38][CH2:39][N:34]([S:31]([C:25]4[CH:30]=[CH:29][CH:28]=[CH:27][CH:26]=4)(=[O:33])=[O:32])[CH2:35][CH2:36]3)[N:7]3[N:8]=[C:9]([CH3:11])[CH:10]=[C:6]3[N:5]=2)=[O:24])=[CH:15][CH:16]=1)([CH3:22])[CH3:21], predict the reactants needed to synthesize it. The reactants are: Cl[C:2]1[N:7]2[N:8]=[C:9]([CH3:11])[CH:10]=[C:6]2[N:5]=[C:4]([NH:12][C:13](=[O:24])[C:14]2[CH:19]=[CH:18][C:17]([C:20]([OH:23])([CH3:22])[CH3:21])=[CH:16][CH:15]=2)[CH:3]=1.[C:25]1([S:31]([N:34]2[CH2:39][CH2:38][NH:37][CH2:36][CH2:35]2)(=[O:33])=[O:32])[CH:30]=[CH:29][CH:28]=[CH:27][CH:26]=1. (3) Given the product [O:15]([CH2:14][CH2:13][O:4][C:3]1[CH:5]=[CH:6][CH:7]=[CH:8][C:2]=1[C:1]([O:10][CH3:11])=[O:9])[C:16]1[CH:21]=[CH:20][CH:19]=[CH:18][CH:17]=1, predict the reactants needed to synthesize it. The reactants are: [C:1]([O:10][CH3:11])(=[O:9])[C:2]1[C:3](=[CH:5][CH:6]=[CH:7][CH:8]=1)[OH:4].Br[CH2:13][CH2:14][O:15][C:16]1[CH:21]=[CH:20][CH:19]=[CH:18][CH:17]=1.C(=O)([O-])[O-].[K+].[K+].O. (4) Given the product [NH2:1][C:2]([NH:4][C:5]1[NH:6][C:7]([C:13]2[CH:18]=[CH:17][C:16]([C:33]#[C:32][C:26]3[CH:31]=[CH:30][CH:29]=[CH:28][CH:27]=3)=[CH:15][CH:14]=2)=[CH:8][C:9]=1[C:10]([NH2:12])=[O:11])=[O:3], predict the reactants needed to synthesize it. The reactants are: [NH2:1][C:2]([NH:4][C:5]1[NH:6][C:7]([C:13]2[CH:18]=[CH:17][C:16](Br)=[CH:15][CH:14]=2)=[CH:8][C:9]=1[C:10]([NH2:12])=[O:11])=[O:3].C(=O)([O-])[O-].[Na+].[Na+].[C:26]1([C:32]#[CH:33])[CH:31]=[CH:30][CH:29]=[CH:28][CH:27]=1.O. (5) The reactants are: C(OC(=O)[NH:7][C:8]1[CH:16]=[CH:15][C:14]([CH:17]2[CH2:21][CH:20]([OH:22])[CH:19]([OH:23])[CH2:18]2)=[C:13]2[C:9]=1[C:10](=[O:25])[N:11]([CH3:24])[CH2:12]2)(C)(C)C.[C:27]([OH:33])([C:29]([F:32])([F:31])[F:30])=[O:28]. Given the product [F:30][C:29]([F:32])([F:31])[C:27]([OH:33])=[O:28].[NH2:7][C:8]1[CH:16]=[CH:15][C:14]([CH:17]2[CH2:18][CH:19]([OH:23])[CH:20]([OH:22])[CH2:21]2)=[C:13]2[C:9]=1[C:10](=[O:25])[N:11]([CH3:24])[CH2:12]2, predict the reactants needed to synthesize it. (6) Given the product [CH3:1][N:2]1[C:6]2[N:7]=[C:8]([CH2:9][C:10]3[C:11]([F:18])=[CH:12][C:13]([F:17])=[CH:14][C:15]=3[F:16])[O:22][C:20](=[O:21])[C:5]=2[N:4]=[CH:3]1, predict the reactants needed to synthesize it. The reactants are: [CH3:1][N:2]1[C:6]([NH:7][C:8](=O)[CH2:9][C:10]2[C:15]([F:16])=[CH:14][C:13]([F:17])=[CH:12][C:11]=2[F:18])=[C:5]([C:20]([O:22]CC)=[O:21])[N:4]=[CH:3]1.P(Cl)(Cl)(Cl)=O. (7) Given the product [CH:23]1([NH:29][C:30](=[O:31])[N:3]([CH2:4][C:5]2[CH:13]=[CH:12][CH:11]=[C:10]3[C:6]=2[CH2:7][N:8]([CH:15]2[CH2:20][CH2:19][C:18](=[O:21])[NH:17][C:16]2=[O:22])[C:9]3=[O:14])[CH3:2])[CH2:28][CH2:27][CH2:26][CH2:25][CH2:24]1, predict the reactants needed to synthesize it. The reactants are: Cl.[CH3:2][NH:3][CH2:4][C:5]1[CH:13]=[CH:12][CH:11]=[C:10]2[C:6]=1[CH2:7][N:8]([CH:15]1[CH2:20][CH2:19][C:18](=[O:21])[NH:17][C:16]1=[O:22])[C:9]2=[O:14].[CH:23]1([N:29]=[C:30]=[O:31])[CH2:28][CH2:27][CH2:26][CH2:25][CH2:24]1.C(N(C(C)C)CC)(C)C. (8) Given the product [C:1]([OH:8])(=[O:7])/[CH:2]=[CH:3]\[C:4]([OH:6])=[O:5].[Br:9][C:10]1[CH:28]=[N:27][C:13]2[N:14]=[C:15]([N:21]3[CH2:24][CH:23]([NH:25][CH3:26])[CH2:22]3)[C:16]3[N:17]([CH:18]=[N:19][N:20]=3)[C:12]=2[CH:11]=1, predict the reactants needed to synthesize it. The reactants are: [C:1]([OH:8])(=[O:7])/[CH:2]=[CH:3]\[C:4]([OH:6])=[O:5].[Br:9][C:10]1[CH:28]=[N:27][C:13]2[N:14]=[C:15]([N:21]3[CH2:24][CH:23]([NH:25][CH3:26])[CH2:22]3)[C:16]3[N:17]([CH:18]=[N:19][N:20]=3)[C:12]=2[CH:11]=1.